This data is from Merck oncology drug combination screen with 23,052 pairs across 39 cell lines. The task is: Regression. Given two drug SMILES strings and cell line genomic features, predict the synergy score measuring deviation from expected non-interaction effect. Drug 1: Nc1ccn(C2OC(CO)C(O)C2(F)F)c(=O)n1. Drug 2: C#Cc1cccc(Nc2ncnc3cc(OCCOC)c(OCCOC)cc23)c1. Cell line: OVCAR3. Synergy scores: synergy=-5.13.